Dataset: Full USPTO retrosynthesis dataset with 1.9M reactions from patents (1976-2016). Task: Predict the reactants needed to synthesize the given product. (1) The reactants are: C1CN([P+](ON2N=NC3C=CC=CC2=3)(N2CCCC2)N2CCCC2)CC1.F[P-](F)(F)(F)(F)F.C(N(CC)C(C)C)(C)C.[Cl:43][C:44]1[CH:45]=[CH:46][C:47]2[N:53]3[C:54]([CH:57]([CH3:59])[CH3:58])=[N:55][N:56]=[C:52]3[CH:51]([CH2:60][C:61](O)=[O:62])[O:50][CH:49]([C:64]3[CH:69]=[CH:68][CH:67]=[C:66]([O:70][CH3:71])[C:65]=3[O:72][CH3:73])[C:48]=2[CH:74]=1.[NH:75]1[CH2:80][CH2:79][NH:78][CH2:77][C:76]1=[O:81]. Given the product [Cl:43][C:44]1[CH:45]=[CH:46][C:47]2[N:53]3[C:54]([CH:57]([CH3:59])[CH3:58])=[N:55][N:56]=[C:52]3[CH:51]([CH2:60][C:61]([N:78]3[CH2:79][CH2:80][NH:75][C:76](=[O:81])[CH2:77]3)=[O:62])[O:50][CH:49]([C:64]3[CH:69]=[CH:68][CH:67]=[C:66]([O:70][CH3:71])[C:65]=3[O:72][CH3:73])[C:48]=2[CH:74]=1, predict the reactants needed to synthesize it. (2) Given the product [CH2:16]([N:23]1[CH:6]=[C:5]([CH2:4][CH2:3][CH2:2][CH2:1][C:7]2[CH:12]=[CH:11][C:10]([O:13][CH3:14])=[CH:9][C:8]=2[CH3:15])[N:25]=[N:24]1)[C:17]1[CH:22]=[CH:21][CH:20]=[CH:19][CH:18]=1, predict the reactants needed to synthesize it. The reactants are: [CH2:1]([C:7]1[CH:12]=[CH:11][C:10]([O:13][CH3:14])=[CH:9][C:8]=1[CH3:15])[CH2:2][CH2:3][CH2:4][C:5]#[CH:6].[CH2:16]([N:23]=[N+:24]=[N-:25])[C:17]1[CH:22]=[CH:21][CH:20]=[CH:19][CH:18]=1.O=C1O[C@H]([C@H](CO)O)C([O-])=C1O.[Na+]. (3) Given the product [NH2:11][C:9]1[C:10]2[C:2]([C:22]3[C:14]([Cl:13])=[C:15]4[C:19](=[CH:20][CH:21]=3)[N:18]([C:32]([O:34][C:35]([CH3:37])([CH3:36])[CH3:38])=[O:33])[CH2:17][CH2:16]4)=[CH:3][N:4]([CH3:12])[C:5]=2[N:6]=[CH:7][N:8]=1, predict the reactants needed to synthesize it. The reactants are: Br[C:2]1[C:10]2[C:9]([NH2:11])=[N:8][CH:7]=[N:6][C:5]=2[N:4]([CH3:12])[CH:3]=1.[Cl:13][C:14]1[C:22](B2OC(C)(C)C(C)(C)O2)=[CH:21][CH:20]=[C:19]2[C:15]=1[CH2:16][CH2:17][N:18]2[C:32]([O:34][C:35]([CH3:38])([CH3:37])[CH3:36])=[O:33].P([O-])([O-])([O-])=O.[K+].[K+].[K+]. (4) Given the product [F:3][C:4]1[C:9]([O:10][CH3:11])=[CH:8][CH:7]=[CH:6][C:5]=1[C:12]1[CH:16]=[C:15]([CH2:17][CH2:18][C@@:19]([CH3:29])([S:25]([CH3:28])(=[O:27])=[O:26])[C:20]([OH:22])=[O:21])[O:14][N:13]=1, predict the reactants needed to synthesize it. The reactants are: [OH-].[Na+].[F:3][C:4]1[C:9]([O:10][CH3:11])=[CH:8][CH:7]=[CH:6][C:5]=1[C:12]1[CH:16]=[C:15]([CH2:17][CH2:18][C@@:19]([CH3:29])([S:25]([CH3:28])(=[O:27])=[O:26])[C:20]([O:22]CC)=[O:21])[O:14][N:13]=1.O.